Task: Predict which catalyst facilitates the given reaction.. Dataset: Catalyst prediction with 721,799 reactions and 888 catalyst types from USPTO (1) Reactant: O=[CH:2][CH2:3][N:4]1[C:13]2[C:8](=[CH:9][C:10]([C:14]([NH:16][CH2:17][CH2:18][O:19][Si](C(C)(C)C)(C)C)=[O:15])=[CH:11][CH:12]=2)[CH2:7][CH2:6][CH2:5]1.[F:27][C:28]1[CH:36]=[C:35]2[C:31]([C:32]([C:37]3[CH2:38][CH2:39][NH:40][CH2:41][CH:42]=3)=[CH:33][NH:34]2)=[CH:30][CH:29]=1.C(O)(=O)C.C([BH3-])#N.[Na+]. Product: [OH:19][CH2:18][CH2:17][NH:16][C:14]([C:10]1[CH:9]=[C:8]2[C:13](=[CH:12][CH:11]=1)[N:4]([CH2:3][CH2:2][N:40]1[CH2:41][CH:42]=[C:37]([C:32]3[C:31]4[C:35](=[CH:36][C:28]([F:27])=[CH:29][CH:30]=4)[NH:34][CH:33]=3)[CH2:38][CH2:39]1)[CH2:5][CH2:6][CH2:7]2)=[O:15]. The catalyst class is: 5. (2) Reactant: O[CH2:2][C:3]1[C:11]2[C:6](=[CH:7][CH:8]=[CH:9][CH:10]=2)[N:5]([C:12]([O:14][C:15]([CH3:18])([CH3:17])[CH3:16])=[O:13])[CH:4]=1.C1C=CC(P(C2C=CC=CC=2)C2C=CC=CC=2)=CC=1.C(Br)(Br)(Br)[Br:39]. Product: [Br:39][CH2:2][C:3]1[C:11]2[C:6](=[CH:7][CH:8]=[CH:9][CH:10]=2)[N:5]([C:12]([O:14][C:15]([CH3:18])([CH3:17])[CH3:16])=[O:13])[CH:4]=1. The catalyst class is: 4. (3) Reactant: [OH:1][CH2:2][C:3]([C:5]1[CH:10]=[CH:9][CH:8]=[CH:7][CH:6]=1)=O.[O-:11][C:12]#[N:13].[K+].C(O)(=O)C.O. Product: [C:5]1([C:3]2[NH:13][C:12](=[O:11])[O:1][CH:2]=2)[CH:10]=[CH:9][CH:8]=[CH:7][CH:6]=1. The catalyst class is: 32. (4) Reactant: [H-].[Na+].I[CH3:4].[F:5][C:6]1[CH:11]=[C:10]([F:12])[CH:9]=[CH:8][C:7]=1[C:13]1[N:14]2[C:19]([CH:20]=[CH:21][C:22]=1[CH2:23][OH:24])=[C:18]([C:25]1[C:30]([F:31])=[CH:29][CH:28]=[CH:27][C:26]=1[F:32])[C:17](=[O:33])[CH:16]=[CH:15]2. Product: [F:5][C:6]1[CH:11]=[C:10]([F:12])[CH:9]=[CH:8][C:7]=1[C:13]1[N:14]2[C:19]([CH:20]=[CH:21][C:22]=1[CH2:23][O:24][CH3:4])=[C:18]([C:25]1[C:26]([F:32])=[CH:27][CH:28]=[CH:29][C:30]=1[F:31])[C:17](=[O:33])[CH:16]=[CH:15]2. The catalyst class is: 1.